This data is from Drug-target binding data from BindingDB using IC50 measurements. The task is: Regression. Given a target protein amino acid sequence and a drug SMILES string, predict the binding affinity score between them. We predict pIC50 (pIC50 = -log10(IC50 in M); higher means more potent). Dataset: bindingdb_ic50. (1) The drug is CCc1nc(N)nc(N)c1Cc1cc(OC)c(OC)c(OC)c1. The target protein (P13922) has sequence MMEQVCDVFDIYAICACCKVESKNEGKKNEVFNNYTFRGLGNKGVLPWKCNSLDMKYFRAVTTYVNESKYEKLKYKRCKYLNKETVDNVNDMPNSKKLQNVVVMGRTNWESIPKKFKPLSNRINVILSRTLKKEDFDEDVYIINKVEDLIVLLGKLNYYKCFIIGGSVVYQEFLEKKLIKKIYFTRINSTYECDVFFPEINENEYQIISVSDVYTSNNTTLDFIIYKKTNNKMLNEQNCIKGEEKNNDMPLKNDDKDTCHMKKLTEFYKNVDKYKINYENDDDDEEEDDFVYFNFNKEKEEKNKNSIHPNDFQIYNSLKYKYHPEYQYLNIIYDIMMNGNKQSDRTGVGVLSKFGYIMKFDLSQYFPLLTTKKLFLRGIIEELLWFIRGETNGNTLLNKNVRIWEANGTREFLDNRKLFHREVNDLGPIYGFQWRHFGAEYTNMYDNYENKGVDQLKNIINLIKNDPTSRRILLCAWNVKDLDQMALPPCHILCQFYVFD.... The pIC50 is 6.4. (2) The drug is CN1CCN(c2ccc(-c3cc4c(Cl)cccc4c(=O)[nH]3)cn2)CC1. The target protein sequence is MHHHHHHSSGVDLGTENLYFQSMQGTNPYLTFHCVNQGTILLDLAPEDKEYQSVEEEMQSTIREHRDGGNAGGIFNRYNVIRIQKVVNKKLRERFCHRQKEVSEENHNHHNERMLFHGSPFINAIIHKGFDERHAYIGGMFGAGIYFAENSSKSNQYVYGIGGGTGCPTHKDRSCYICHRQMLFCRVTLGKSFLQFSTIKMAHAPPGHHSVIGRPSVNGLAYAEYVIYRGEQAYPEYLITYQIMKPEAPSQTATAAEQ. The pIC50 is 7.4. (3) The drug is C#CCN(Cc1ccc(C(=O)NC(CCC(=O)O)C(=O)O)cc1)Cc1ccc2nc(N)[nH]c(=O)c2c1. The target protein sequence is MKQYLELMQKVLDEGTQKNDRTGTGTLSIFGHQMRFNLQDGFPLVTTKRCHLRSIIHELLWFLQGDTNIAYLHENNVTIWDEWADENGDLGPVYGKQWRAWPTPDGRHIDQITTVLNQLKNDPDSRRIIVSAWNVGELDKMALAPCHAFFQFYVADGKLSCQLYQRSCDVFLGLPFNIASYALLVHMMAQQCDLEVGDFVWIGGDTHLYSNHMDQTHLQLSREPRPLPKLIIKRKPESIFDYRFEDFEIEGYDPHPGIKAPVAI. The pIC50 is 3.7. (4) The drug is Cc1cccc(/C=C/CN(C)Cc2ccc3c(c2)OCCC3)c1.Cl. The target protein (O07855) has sequence MKIAVIGAGVTGLAAAARIASQGHEVTIFEKNNNVGGRMNQLKKDGFTFDMGPTIVMMPDVYKDVFTACGKNYEDYIELRQLRYIYDVYFDHDDRITVPTDLAELQQMLESIEPGSTHGFMSFLTDVYKKYEIARRYFLERTYRKPSDFYNMTSLVQGAKLKTLNHADQLIEHYIDNEKIQKLLAFQTLYIGIDPKRGPSLYSIIPMIEMMFGVHFIKGGMYGMAQGLAQLNKDLGVNIELNAEIEQIIIDPKFKRADAIKVNGDIRKFDKILCTADFPSVAESLMPDFAPIKKYPPHKIADLDYSCSAFLMYIGIDIDVTDQVRLHNVIFSDDFRGNIEEIFEGRLSYDPSIYVYVPAVADKSLAPEGKTGIYVLMPTPELKTGSGIDWSDEALTQQIKEIIYRKLATIEVFEDIKSHIVSETIFTPNDFEQTYHAKFGSAFGLMPTLAQSNYYRPQNVSRDYKDLYFAGASTHPGAGVPIVLTSAKITVDEMIKDIER.... The pIC50 is 6.4.